From a dataset of Reaction yield outcomes from USPTO patents with 853,638 reactions. Predict the reaction yield, written as a fraction of the theoretical maximum amount of product (1.0 means a 100% yield; for example, 0.34 means a 34% yield). (1) The reactants are [CH2:1]([N:3]1[C:8]2[N:9]=[C:10](S(C)=O)[N:11]=[CH:12][C:7]=2[CH:6]=[CH:5][C:4]1=[O:16])[CH3:2].[F:17][C:18]1[CH:19]=[C:20]([CH:22]=[CH:23][C:24]=1[O:25][CH3:26])[NH2:21]. No catalyst specified. The product is [CH2:1]([N:3]1[C:8]2[N:9]=[C:10]([NH:21][C:20]3[CH:22]=[CH:23][C:24]([O:25][CH3:26])=[C:18]([F:17])[CH:19]=3)[N:11]=[CH:12][C:7]=2[CH:6]=[CH:5][C:4]1=[O:16])[CH3:2]. The yield is 0.410. (2) The reactants are Cl[C:2]1[N:7]2[N:8]=[CH:9][CH:10]=[C:6]2[N:5]=[C:4]([NH:11][C:12](=[O:23])[C:13]2[CH:18]=[CH:17][C:16]([C:19]([OH:22])([CH3:21])[CH3:20])=[CH:15][CH:14]=2)[CH:3]=1.[CH3:24][O:25][CH2:26][C@H:27]1[CH2:31][CH2:30][CH2:29][NH:28]1. The catalyst is CN1C(=O)CCC1.CS(C)=O.CO. The product is [OH:22][C:19]([C:16]1[CH:17]=[CH:18][C:13]([C:12]([NH:11][C:4]2[CH:3]=[C:2]([N:28]3[CH2:29][CH2:30][CH2:31][C@@H:27]3[CH2:26][O:25][CH3:24])[N:7]3[N:8]=[CH:9][CH:10]=[C:6]3[N:5]=2)=[O:23])=[CH:14][CH:15]=1)([CH3:21])[CH3:20]. The yield is 0.720. (3) The reactants are [F:1][C:2]1[CH:19]=[CH:18][C:5]([O:6][C:7]2[C:12]([F:13])=[CH:11][C:10]([N+:14]([O-])=O)=[CH:9][C:8]=2[F:17])=[CH:4][CH:3]=1. The catalyst is [Pd].CCOC(C)=O. The product is [F:1][C:2]1[CH:19]=[CH:18][C:5]([O:6][C:7]2[C:12]([F:13])=[CH:11][C:10]([NH2:14])=[CH:9][C:8]=2[F:17])=[CH:4][CH:3]=1. The yield is 0.980. (4) The reactants are [CH2:1]([O:8][CH2:9]/[C:10](=[N:12]/[S:13]([C:15]([CH3:18])([CH3:17])[CH3:16])=[O:14])/[CH3:11])[C:2]1[CH:7]=[CH:6][CH:5]=[CH:4][CH:3]=1.[F-].[Cs+].C[Si]([C:25]#[N:26])(C)C. The catalyst is C1COCC1.C(OCC)(=O)C. The product is [CH2:1]([O:8][CH2:9][C:10]([NH:12][S:13]([C:15]([CH3:18])([CH3:17])[CH3:16])=[O:14])([C:25]#[N:26])[CH3:11])[C:2]1[CH:7]=[CH:6][CH:5]=[CH:4][CH:3]=1. The yield is 0.740. (5) The reactants are [Cl:1][C:2]1[C:7]([N:8]2[CH2:13][CH2:12][CH:11]([C:14]3[CH:19]=[CH:18][C:17]([F:20])=[CH:16][CH:15]=3)[CH2:10][CH2:9]2)=[CH:6][N:5]=[N:4][C:3]=1[NH:21][NH:22][C:23](=O)[CH2:24][C:25]([CH3:28])([CH3:27])[CH3:26].P(Cl)(Cl)(Cl)=O. The catalyst is C(#N)C. The product is [Cl:1][C:2]1[C:3]2[N:4]([C:23]([CH2:24][C:25]([CH3:28])([CH3:27])[CH3:26])=[N:22][N:21]=2)[N:5]=[CH:6][C:7]=1[N:8]1[CH2:13][CH2:12][CH:11]([C:14]2[CH:19]=[CH:18][C:17]([F:20])=[CH:16][CH:15]=2)[CH2:10][CH2:9]1. The yield is 0.0160. (6) The reactants are [C:1]([O:4][C@@H:5]1[C@H:19]([OH:20])[C@@H:18]([O:21][CH2:22][C:23]2[CH:28]=[CH:27][CH:26]=[CH:25][CH:24]=2)[C@H:17]([CH3:29])[O:16][C@H:6]1[O:7][C:8]1[CH:13]=[CH:12][C:11]([O:14][CH3:15])=[CH:10][CH:9]=1)(=[O:3])[CH3:2].[C:30](Cl)([O:32][CH2:33][CH:34]1[C:46]2[C:41](=CC=[CH:44][CH:45]=2)[C:40]2[C:35]1=[CH:36][CH:37]=[CH:38][CH:39]=2)=[O:31].N1C=CC=[CH:50][CH:49]=1. No catalyst specified. The product is [C:1]([O:4][C@@H:5]1[C@H:19]([O:20][C:30]([O:32][CH2:33][C:34]2[C:50]3[CH2:49][C:40]4[C:39](=[CH:44][CH:45]=[CH:46][CH:41]=4)[C:38]=3[CH:37]=[CH:36][CH:35]=2)=[O:31])[C@@H:18]([O:21][CH2:22][C:23]2[CH:28]=[CH:27][CH:26]=[CH:25][CH:24]=2)[C@H:17]([CH3:29])[O:16][C@H:6]1[O:7][C:8]1[CH:9]=[CH:10][C:11]([O:14][CH3:15])=[CH:12][CH:13]=1)(=[O:3])[CH3:2]. The yield is 0.880. (7) The reactants are [OH:1][C:2]1[CH:3]=[C:4]([CH:8]=[CH:9][C:10]=1[N+:11]([O-:13])=[O:12])[C:5](O)=[O:6].B(OC)(OC)OC.B(F)(F)F.CCOCC. The catalyst is ClCCCl. The product is [OH:6][CH2:5][C:4]1[CH:8]=[CH:9][C:10]([N+:11]([O-:13])=[O:12])=[C:2]([OH:1])[CH:3]=1. The yield is 0.980. (8) The yield is 0.760. No catalyst specified. The reactants are [Cl:1][C:2]1[CH:18]=[CH:17][C:5]2[CH2:6][CH2:7][N:8]([C:11](=[O:16])[C:12]([F:15])([F:14])[F:13])[CH2:9][CH2:10][C:4]=2[C:3]=1OS(C(F)(F)F)(=O)=O.[C:27]([O:31][C:32]([N:34]([CH2:41][C:42]1[CH:49]=[CH:48][C:45]([CH2:46][NH2:47])=[CH:44][CH:43]=1)[CH:35]1[CH2:40][CH2:39][CH2:38][CH2:37][CH2:36]1)=[O:33])([CH3:30])([CH3:29])[CH3:28]. The product is [C:27]([O:31][C:32]([N:34]([CH2:41][C:42]1[CH:43]=[CH:44][C:45]([CH2:46][NH:47][C:3]2[C:4]3[CH2:10][CH2:9][N:8]([C:11](=[O:16])[C:12]([F:15])([F:14])[F:13])[CH2:7][CH2:6][C:5]=3[CH:17]=[CH:18][C:2]=2[Cl:1])=[CH:48][CH:49]=1)[CH:35]1[CH2:40][CH2:39][CH2:38][CH2:37][CH2:36]1)=[O:33])([CH3:30])([CH3:28])[CH3:29]. (9) The reactants are [C:1]([O:5][C:6](=[O:21])[N:7]([C@H:9]1[CH2:14][CH2:13][C@H:12]([O:15][CH2:16][CH2:17][CH2:18][CH2:19]Br)[CH2:11][CH2:10]1)[CH3:8])([CH3:4])([CH3:3])[CH3:2].[CH2:22]([CH2:25][NH2:26])[CH:23]=C.[CH3:27]C(N(C)C)=O. No catalyst specified. The product is [C:1]([O:5][C:6](=[O:21])[N:7]([C@H:9]1[CH2:14][CH2:13][C@H:12]([O:15][CH2:16][CH2:17][CH2:18][CH2:19][N:26]([CH2:25][CH:22]=[CH2:23])[CH3:27])[CH2:11][CH2:10]1)[CH3:8])([CH3:4])([CH3:3])[CH3:2]. The yield is 0.920. (10) The reactants are [C:1]([C:5]1[CH:22]=[CH:21][CH:20]=[CH:19][C:6]=1[O:7][CH:8]1[CH2:13][CH2:12][N:11]([C:14](=[O:18])[C:15](O)=[O:16])[CH2:10][CH2:9]1)([CH3:4])([CH3:3])[CH3:2].C(Cl)(=O)C(Cl)=O.[NH:29]1[C:33]([NH2:34])=[N:32][N:31]=[N:30]1.C(N(CC)CC)C. The catalyst is C1(C)C=CC=CC=1. The product is [C:1]([C:5]1[CH:22]=[CH:21][CH:20]=[CH:19][C:6]=1[O:7][CH:8]1[CH2:13][CH2:12][N:11]([C:14](=[O:18])[C:15]([NH:34][C:33]2[NH:32][N:31]=[N:30][N:29]=2)=[O:16])[CH2:10][CH2:9]1)([CH3:4])([CH3:3])[CH3:2]. The yield is 0.870.